From a dataset of Reaction yield outcomes from USPTO patents with 853,638 reactions. Predict the reaction yield, written as a fraction of the theoretical maximum amount of product (1.0 means a 100% yield; for example, 0.34 means a 34% yield). The yield is 0.840. The product is [CH:10]1([S:9][C:4]2[C:3]([CH2:2][O:26][C:23]3[CH:24]=[CH:25][C:20]([CH2:19][CH2:18][C:17]([OH:28])=[O:16])=[CH:21][C:22]=3[F:27])=[CH:8][CH:7]=[CH:6][N:5]=2)[CH2:14][CH2:13][CH2:12][CH2:11]1. The reactants are Cl[CH2:2][C:3]1[C:4]([S:9][CH:10]2[CH2:14][CH2:13][CH2:12][CH2:11]2)=[N:5][CH:6]=[CH:7][CH:8]=1.C[O:16][C:17](=[O:28])[CH2:18][CH2:19][C:20]1[CH:25]=[CH:24][C:23]([OH:26])=[C:22]([F:27])[CH:21]=1. No catalyst specified.